Task: Predict the product of the given reaction.. Dataset: Forward reaction prediction with 1.9M reactions from USPTO patents (1976-2016) (1) Given the reactants [CH3:1][O:2][C:3]1[CH:8]=[C:7]([CH2:9][C:10]2[C:15](=[O:16])[NH:14][C:13]([CH3:17])=[N:12][C:11]=2[CH2:18][CH2:19][CH3:20])[CH:6]=[CH:5][C:4]=1[C:21]1[C:22]([C:27]#[N:28])=[CH:23][CH:24]=[CH:25][CH:26]=1.[CH:29]([O:32][C:33]1[CH:38]=[CH:37][C:36](B(O)O)=[CH:35][CH:34]=1)([CH3:31])[CH3:30].C([N:44](CC)CC)C.N1C=CC=CC=1.[C:55]([O:58]CC)(=[O:57])C, predict the reaction product. The product is: [CH:29]([O:32][C:33]1[CH:38]=[CH:37][C:36]([N:14]2[C:15](=[O:16])[C:10]([CH2:9][C:7]3[CH:6]=[CH:5][C:4]([C:21]4[CH:26]=[CH:25][CH:24]=[CH:23][C:22]=4[C:27]4[NH:44][C:55](=[O:57])[O:58][N:28]=4)=[C:3]([O:2][CH3:1])[CH:8]=3)=[C:11]([CH2:18][CH2:19][CH3:20])[N:12]=[C:13]2[CH3:17])=[CH:35][CH:34]=1)([CH3:31])[CH3:30]. (2) Given the reactants [NH2:1][C:2]1([C:8]([OH:10])=[O:9])[CH2:7][CH2:6][CH2:5][CH2:4][CH2:3]1.[OH-].[Na+].[CH3:13][C:14]([O:17][C:18](O[C:18]([O:17][C:14]([CH3:16])([CH3:15])[CH3:13])=[O:19])=[O:19])([CH3:16])[CH3:15], predict the reaction product. The product is: [C:14]([O:17][C:18]([NH:1][C:2]1([C:8]([OH:10])=[O:9])[CH2:7][CH2:6][CH2:5][CH2:4][CH2:3]1)=[O:19])([CH3:16])([CH3:15])[CH3:13].